Dataset: Forward reaction prediction with 1.9M reactions from USPTO patents (1976-2016). Task: Predict the product of the given reaction. (1) Given the reactants [NH2:1][C:2]1[CH:7]=[C:6]([C:8](=[O:15])[C:9]2[CH:14]=[CH:13][CH:12]=[CH:11][CH:10]=2)[CH:5]=[CH:4][C:3]=1[N:16]1[CH2:21][CH2:20][N:19]([C:22]([O:24][C:25]([CH3:28])([CH3:27])[CH3:26])=[O:23])[CH2:18][CH2:17]1.[NH2:29][C:30]1[C:31]([C:37](O)=[O:38])=[N:32][C:33]([Br:36])=[CH:34][N:35]=1, predict the reaction product. The product is: [NH2:29][C:30]1[C:31]([C:37]([NH:1][C:2]2[CH:7]=[C:6]([C:8](=[O:15])[C:9]3[CH:10]=[CH:11][CH:12]=[CH:13][CH:14]=3)[CH:5]=[CH:4][C:3]=2[N:16]2[CH2:21][CH2:20][N:19]([C:22]([O:24][C:25]([CH3:28])([CH3:27])[CH3:26])=[O:23])[CH2:18][CH2:17]2)=[O:38])=[N:32][C:33]([Br:36])=[CH:34][N:35]=1. (2) Given the reactants [OH:1][C:2]1[CH:17]=[CH:16][CH:15]=[CH:14][C:3]=1[CH2:4][C:5]1[CH:10]=[CH:9][C:8]([CH2:11][C:12]#[N:13])=[CH:7][CH:6]=1.[C:18]([O:21][C@@H:22]1[C@@H:44]([O:45][C:46](=[O:48])[CH3:47])[C@H:43]([O:49][C:50](=[O:52])[CH3:51])[C@@H:42]([CH2:53][O:54][C:55](=[O:57])[CH3:56])[O:41][C@H:23]1[O:24][C:25]1[CH:30]=[CH:29][CH:28]=[CH:27][C:26]=1[CH2:31][C:32]1[CH:37]=[CH:36][C:35]([CH2:38][C:39]#[N:40])=[CH:34][CH:33]=1)(=[O:20])[CH3:19], predict the reaction product. The product is: [C:18]([O:21][C@@H:22]1[C@@H:44]([O:45][C:46](=[O:48])[CH3:47])[C@H:43]([O:49][C:50](=[O:52])[CH3:51])[C@@H:42]([CH2:53][O:54][C:55](=[O:57])[CH3:56])[O:41][C@H:23]1[O:24][C:25]1[CH:30]=[CH:29][CH:28]=[CH:27][C:26]=1[CH2:31][C:32]1[CH:33]=[CH:34][C:35]([CH2:38][C:39]#[N:40])=[CH:36][CH:37]=1)(=[O:20])[CH3:19].[O:1]([C:2]1[CH:17]=[CH:16][CH:15]=[CH:14][C:3]=1[CH2:4][C:5]1[CH:10]=[CH:9][C:8]([CH2:11][C:12]#[N:13])=[CH:7][CH:6]=1)[C@@H:23]1[O:41][C@H:42]([CH2:53][OH:54])[C@@H:43]([OH:49])[C@H:44]([OH:45])[C@H:22]1[OH:21]. (3) Given the reactants O1C2C=CC=CC=2OB1.[Br:10][C:11]1[C:12]([N:27]2[CH2:32][CH2:31][C:30]([F:34])([CH3:33])[CH2:29][CH2:28]2)=[C:13]([C:19](=[O:26])[C:20]([O:22][CH:23]([CH3:25])[CH3:24])=[O:21])[C:14]([CH3:18])=[N:15][C:16]=1[CH3:17].CB1N2CCC[C@@H]2C(C2C=CC=CC=2)(C2C=CC=CC=2)O1, predict the reaction product. The product is: [Br:10][C:11]1[C:12]([N:27]2[CH2:28][CH2:29][C:30]([F:34])([CH3:33])[CH2:31][CH2:32]2)=[C:13]([C@H:19]([OH:26])[C:20]([O:22][CH:23]([CH3:25])[CH3:24])=[O:21])[C:14]([CH3:18])=[N:15][C:16]=1[CH3:17]. (4) Given the reactants [F:1][C:2]1[CH:3]=[C:4]([NH:20][C:21](=[O:23])[CH3:22])[CH:5]=[C:6]([F:19])[C:7]=1[S:8][C:9]1[CH:14]=[CH:13][C:12]([CH3:15])=[CH:11][C:10]=1[N+:16]([O-])=O.[NH4+].[Cl-], predict the reaction product. The product is: [NH2:16][C:10]1[CH:11]=[C:12]([CH3:15])[CH:13]=[CH:14][C:9]=1[S:8][C:7]1[C:2]([F:1])=[CH:3][C:4]([NH:20][C:21](=[O:23])[CH3:22])=[CH:5][C:6]=1[F:19]. (5) Given the reactants [CH2:1]([O:8][C:9]([NH:11][C@@H:12]1[CH2:17][CH2:16][N:15]([CH2:18][CH2:19]O)[CH2:14][C@@H:13]1[C:21]([O:23][CH3:24])=[O:22])=[O:10])[C:2]1[CH:7]=[CH:6][CH:5]=[CH:4][CH:3]=1.CS([Cl:29])(=O)=O.C(N(CC)CC)C.CS(OCCN1CCC(NC(OC(C)(C)C)=O)CC1)(=O)=O.[Cl-], predict the reaction product. The product is: [CH2:1]([O:8][C:9]([NH:11][C@@H:12]1[CH2:17][CH2:16][N:15]([CH2:18][CH2:19][Cl:29])[CH2:14][C@@H:13]1[C:21]([O:23][CH3:24])=[O:22])=[O:10])[C:2]1[CH:7]=[CH:6][CH:5]=[CH:4][CH:3]=1. (6) Given the reactants C(NC(C)C)(C)C.C([Li])CCC.[Cl:13][C:14]1[N:22]=[CH:21][N:20]=[C:19]2[C:15]=1[N:16]=[CH:17][N:18]2[CH3:23].[Br:24]C(Cl)(Cl)C(Cl)(Cl)Br, predict the reaction product. The product is: [Br:24][C:17]1[N:18]([CH3:23])[C:19]2[C:15]([N:16]=1)=[C:14]([Cl:13])[N:22]=[CH:21][N:20]=2.